Dataset: Catalyst prediction with 721,799 reactions and 888 catalyst types from USPTO. Task: Predict which catalyst facilitates the given reaction. (1) Reactant: [C:1]([C:5]1[CH:6]=[C:7]([NH:18][C:19]([NH:21][C:22]2[C:31]3[C:26](=[CH:27][CH:28]=[CH:29][CH:30]=3)[C:25]([O:32][C:33]3[CH:38]=[CH:37][N:36]=[C:35](Cl)[N:34]=3)=[CH:24][CH:23]=2)=[O:20])[C:8]([O:16][CH3:17])=[C:9]([NH:11][S:12]([CH3:15])(=[O:14])=[O:13])[CH:10]=1)([CH3:4])([CH3:3])[CH3:2].[CH3:40][N:41]([CH3:60])[CH2:42][CH2:43][O:44][CH2:45][CH2:46][O:47][CH2:48][CH2:49][O:50][C:51]1[CH:52]=[C:53]([CH:55]=[C:56]([O:58][CH3:59])[CH:57]=1)[NH2:54]. Product: [C:1]([C:5]1[CH:6]=[C:7]([NH:18][C:19]([NH:21][C:22]2[C:31]3[C:26](=[CH:27][CH:28]=[CH:29][CH:30]=3)[C:25]([O:32][C:33]3[CH:38]=[CH:37][N:36]=[C:35]([NH:54][C:53]4[CH:55]=[C:56]([O:58][CH3:59])[CH:57]=[C:51]([O:50][CH2:49][CH2:48][O:47][CH2:46][CH2:45][O:44][CH2:43][CH2:42][N:41]([CH3:40])[CH3:60])[CH:52]=4)[N:34]=3)=[CH:24][CH:23]=2)=[O:20])[C:8]([O:16][CH3:17])=[C:9]([NH:11][S:12]([CH3:15])(=[O:14])=[O:13])[CH:10]=1)([CH3:4])([CH3:3])[CH3:2]. The catalyst class is: 118. (2) Reactant: C([O:8][C:9]1[CH:14]=[CH:13][C:12]([C:15]#[C:16][CH2:17][CH2:18][CH2:19][CH2:20][CH2:21][CH3:22])=[CH:11][C:10]=1[N+:23]([O-])=O)C1C=CC=CC=1.[H][H]. Product: [NH2:23][C:10]1[CH:11]=[C:12]([CH2:15][CH2:16][CH2:17][CH2:18][CH2:19][CH2:20][CH2:21][CH3:22])[CH:13]=[CH:14][C:9]=1[OH:8]. The catalyst class is: 63. (3) Reactant: FC(F)(F)C(O)=O.[C:8]1([C:14]2[S:15][CH:16]=[C:17]([C:19]([N:21]3[CH2:26][C:25]4([CH2:31][CH2:30][N:29](C(OC(C)(C)C)=O)[CH2:28][CH2:27]4)[O:24][CH2:23][CH2:22]3)=[O:20])[N:18]=2)[CH:13]=[CH:12][CH:11]=[CH:10][CH:9]=1.C1(C)C=CC=CC=1. Product: [C:8]1([C:14]2[S:15][CH:16]=[C:17]([C:19]([N:21]3[CH2:26][C:25]4([CH2:31][CH2:30][NH:29][CH2:28][CH2:27]4)[O:24][CH2:23][CH2:22]3)=[O:20])[N:18]=2)[CH:9]=[CH:10][CH:11]=[CH:12][CH:13]=1. The catalyst class is: 2.